Predict the reactants needed to synthesize the given product. From a dataset of Full USPTO retrosynthesis dataset with 1.9M reactions from patents (1976-2016). Given the product [NH2:1][C:2]1[N:7]=[CH:6][N:5]=[C:4]2[N:8]([CH:12]3[CH2:17][CH2:16][CH2:15][N:14]([C:18]([O:20][C:21]([CH3:24])([CH3:23])[CH3:22])=[O:19])[CH2:13]3)[N:9]=[C:10]([C:35]3[CH:36]=[CH:37][C:32]([O:25][C:26]4[CH:31]=[CH:30][CH:29]=[CH:28][CH:27]=4)=[CH:33][CH:34]=3)[C:3]=12, predict the reactants needed to synthesize it. The reactants are: [NH2:1][C:2]1[N:7]=[CH:6][N:5]=[C:4]2[N:8]([CH:12]3[CH2:17][CH2:16][CH2:15][N:14]([C:18]([O:20][C:21]([CH3:24])([CH3:23])[CH3:22])=[O:19])[CH2:13]3)[N:9]=[C:10](I)[C:3]=12.[O:25]([C:32]1[CH:37]=[CH:36][C:35](B(O)O)=[CH:34][CH:33]=1)[C:26]1[CH:31]=[CH:30][CH:29]=[CH:28][CH:27]=1.C(=O)([O-])[O-].[Na+].[Na+].